Dataset: Experimentally validated miRNA-target interactions with 360,000+ pairs, plus equal number of negative samples. Task: Binary Classification. Given a miRNA mature sequence and a target amino acid sequence, predict their likelihood of interaction. The miRNA is hsa-miR-497-3p with sequence CAAACCACACUGUGGUGUUAGA. The protein sequence of the target gene is MRGLRQGIMKQLPILEPGDKPRKATWYTLTCPGDRPCPRVGHSCSYFPPVGDAESGKIFIVGGANPNQSFSDVHTMDLGTHQWDTATREGLLPRYEHASFLPSCSPHSIWVFGGADQSGNRNCLQVMSPEDRTWSTPEVTGSPPSPRTFHTSSAAIGNQLYVFGGGERGAQPVEDVKLHVFDANTLTWSQPETHGSPPSPRHGHVMVAAGTKLFIHGGLAGDKFFDDLHCIDIGDMSWQKLGPTGAVPVGCAAHAAVAVGHHVYMFGGMTATGALNMMYKYHTEKQHWTVLQFDTSLPAG.... Result: 0 (no interaction).